Dataset: NCI-60 drug combinations with 297,098 pairs across 59 cell lines. Task: Regression. Given two drug SMILES strings and cell line genomic features, predict the synergy score measuring deviation from expected non-interaction effect. Drug 1: C1=C(C(=O)NC(=O)N1)N(CCCl)CCCl. Drug 2: C1=NC(=NC(=O)N1C2C(C(C(O2)CO)O)O)N. Cell line: SF-268. Synergy scores: CSS=30.9, Synergy_ZIP=-2.64, Synergy_Bliss=0.193, Synergy_Loewe=-2.06, Synergy_HSA=-1.38.